Predict the reactants needed to synthesize the given product. From a dataset of Full USPTO retrosynthesis dataset with 1.9M reactions from patents (1976-2016). (1) Given the product [CH2:1]([S:8][CH:13]1[CH:18]2[CH2:19][CH2:20][N:15]([CH2:16][CH2:17]2)[CH2:14]1)[C:2]1[CH:7]=[CH:6][CH:5]=[CH:4][CH:3]=1, predict the reactants needed to synthesize it. The reactants are: [CH2:1]([SH:8])[C:2]1[CH:7]=[CH:6][CH:5]=[CH:4][CH:3]=1.[H-].[Na+].Cl.Cl[CH:13]1[CH:18]2[CH2:19][CH2:20][N:15]([CH2:16][CH2:17]2)[CH2:14]1. (2) Given the product [CH3:26][N:12]([CH2:11][C@H:8]1[CH2:9][CH2:10][C@H:5]([CH2:4][CH2:3][CH2:2][O:1][S:28]([CH3:27])(=[O:30])=[O:29])[CH2:6][CH2:7]1)[S:13]([C:16]1[CH:21]=[CH:20][C:19]([C:22]([F:25])([F:23])[F:24])=[CH:18][CH:17]=1)(=[O:15])=[O:14], predict the reactants needed to synthesize it. The reactants are: [OH:1][CH2:2][CH2:3][CH2:4][C@H:5]1[CH2:10][CH2:9][C@H:8]([CH2:11][N:12]([CH3:26])[S:13]([C:16]2[CH:21]=[CH:20][C:19]([C:22]([F:25])([F:24])[F:23])=[CH:18][CH:17]=2)(=[O:15])=[O:14])[CH2:7][CH2:6]1.[CH3:27][S:28](Cl)(=[O:30])=[O:29]. (3) Given the product [Cl:27][C:28]1[CH:33]=[CH:32][C:31]([C:34]([C:35]2[CH:36]=[CH:37][N:26]=[C:24]([NH:23][C:13]3[CH:14]=[CH:15][C:16]([N:17]4[CH:21]=[C:20]([CH3:22])[N:19]=[CH:18]4)=[C:11]([O:10][CH3:9])[CH:12]=3)[N:25]=2)([CH3:42])[CH3:43])=[CH:30][CH:29]=1, predict the reactants needed to synthesize it. The reactants are: [N+]([O-])(O)=O.[N+]([O-])(O)=O.[CH3:9][O:10][C:11]1[CH:12]=[C:13]([NH:23][C:24]([NH2:26])=[NH:25])[CH:14]=[CH:15][C:16]=1[N:17]1[CH:21]=[C:20]([CH3:22])[N:19]=[CH:18]1.[Cl:27][C:28]1[CH:33]=[CH:32][C:31]([C:34]([CH3:43])([CH3:42])[C:35](=O)[CH:36]=[CH:37]N(C)C)=[CH:30][CH:29]=1.C(N(CC)CC)C. (4) Given the product [Cl:1][C:2]1[CH:7]=[C:6]([CH2:8][Cl:12])[CH:5]=[CH:4][N:3]=1, predict the reactants needed to synthesize it. The reactants are: [Cl:1][C:2]1[CH:7]=[C:6]([CH2:8]O)[CH:5]=[CH:4][N:3]=1.S(Cl)([Cl:12])=O. (5) The reactants are: [S:1]([OH:5])([OH:4])(=[O:3])=[O:2].NOCCN(C)C[C@H]1O[C@@H](N2C3N=CN=C(N)C=3N=C2C)[C@H](O)[C@@H]1O.C(OC(=[N:36][O:37][CH2:38][CH2:39][CH2:40][CH2:41][N:42]([CH3:62])[CH2:43][C@H:44]1[O:48][C@@H:47]([N:49]2[C:58]3[C:52]([C:53]([N:55]=[CH:56][N:57]=3)=[NH:54])=[N:51][C:50]2=[O:59])[C@H:46]([OH:60])[C@@H:45]1[OH:61])C)C.OS(O)(=O)=O. Given the product [S:1]([OH:5])([OH:4])(=[O:3])=[O:2].[NH2:36][O:37][CH2:38][CH2:39][CH2:40][CH2:41][N:42]([CH3:62])[CH2:43][C@H:44]1[O:48][C@@H:47]([N:49]2[C:58]3[C:52]([C:53]([N:55]=[CH:56][N:57]=3)=[NH:54])=[N:51][C:50]2=[O:59])[C@H:46]([OH:60])[C@@H:45]1[OH:61], predict the reactants needed to synthesize it. (6) Given the product [C:12]([C:10]1[CH:11]=[C:7]([NH:6][C:5]([NH:52][C@@H:45]2[C:46]3[C:51](=[CH:50][CH:49]=[CH:48][CH:47]=3)[C@@H:43]([O:42][C:39]3[CH:40]=[CH:41][C:36]4[N:37]([C:33]([C@@H:29]5[CH2:30][CH2:31][CH2:32][N:28]5[CH3:27])=[N:34][N:35]=4)[CH:38]=3)[CH2:44]2)=[O:24])[N:8]([C:16]2[CH:21]=[CH:20][C:19]([CH2:22][OH:23])=[CH:18][CH:17]=2)[N:9]=1)([CH3:14])([CH3:15])[CH3:13], predict the reactants needed to synthesize it. The reactants are: ClC(Cl)(Cl)CO[C:5](=[O:24])[NH:6][C:7]1[N:8]([C:16]2[CH:21]=[CH:20][C:19]([CH2:22][OH:23])=[CH:18][CH:17]=2)[N:9]=[C:10]([C:12]([CH3:15])([CH3:14])[CH3:13])[CH:11]=1.[CH3:27][N:28]1[CH2:32][CH2:31][CH2:30][C@H:29]1[C:33]1[N:37]2[CH:38]=[C:39]([O:42][C@@H:43]3[C:51]4[C:46](=[CH:47][CH:48]=[CH:49][CH:50]=4)[C@@H:45]([NH2:52])[CH2:44]3)[CH:40]=[CH:41][C:36]2=[N:35][N:34]=1.CCN(C(C)C)C(C)C. (7) Given the product [F:17][C:18]1[CH:19]=[CH:20][C:21]([CH2:22][CH:23]2[CH2:24][CH2:25][N:26]([C:13](=[O:15])[C:12]([NH:11][C:9]3[CH:8]=[CH:7][C:5]4[NH:6][C:2](=[O:1])[S:3][C:4]=4[CH:10]=3)=[O:16])[CH2:27][CH2:28]2)=[CH:29][CH:30]=1, predict the reactants needed to synthesize it. The reactants are: [O:1]=[C:2]1[NH:6][C:5]2[CH:7]=[CH:8][C:9]([NH:11][C:12](=[O:16])[C:13]([OH:15])=O)=[CH:10][C:4]=2[S:3]1.[F:17][C:18]1[CH:30]=[CH:29][C:21]([CH2:22][CH:23]2[CH2:28][CH2:27][NH:26][CH2:25][CH2:24]2)=[CH:20][CH:19]=1. (8) Given the product [OH:3][C:2]([CH2:12][Si:13]([CH3:16])([CH3:15])[CH3:14])([CH2:12][Si:13]([CH3:16])([CH3:15])[CH3:14])[C:1]([O:8][CH2:9][CH3:10])=[O:7], predict the reactants needed to synthesize it. The reactants are: [C:1]([O:8][CH2:9][CH3:10])(=[O:7])[C:2](OCC)=[O:3].Cl[CH2:12][Si:13]([CH3:16])([CH3:15])[CH3:14].[Mg].[Cl-].[NH4+]. (9) Given the product [F:1][C:2]1[CH:7]=[CH:6][C:5]([F:8])=[CH:4][C:3]=1[C:9]1[CH:17]=[CH:16][C:12]([C:13]([NH:27][CH:24]2[CH2:25][CH2:26][N:21]([CH2:20][C:19]([F:29])([F:18])[F:28])[CH2:22][CH2:23]2)=[O:15])=[CH:11][N:10]=1, predict the reactants needed to synthesize it. The reactants are: [F:1][C:2]1[CH:7]=[CH:6][C:5]([F:8])=[CH:4][C:3]=1[C:9]1[CH:17]=[CH:16][C:12]([C:13]([OH:15])=O)=[CH:11][N:10]=1.[F:18][C:19]([F:29])([F:28])[CH2:20][N:21]1[CH2:26][CH2:25][CH:24]([NH2:27])[CH2:23][CH2:22]1.CCN=C=NCCCN(C)C.C1C=CC2N(O)N=NC=2C=1.CN1CCOCC1. (10) Given the product [F:1][C:2]([F:19])([F:20])[C:3]([C:5]1[CH:10]=[CH:9][C:8]([O:11][CH2:12][CH2:13][CH2:14][C:15]([F:18])([F:17])[F:16])=[CH:7][CH:6]=1)=[O:4], predict the reactants needed to synthesize it. The reactants are: [F:1][C:2]([F:20])([F:19])[CH:3]([C:5]1[CH:10]=[CH:9][C:8]([O:11][CH2:12][CH2:13][CH2:14][C:15]([F:18])([F:17])[F:16])=[CH:7][CH:6]=1)[OH:4].CC(OI1(OC(C)=O)(OC(C)=O)OC(=O)C2C=CC=CC1=2)=O.C([O-])([O-])=O.[Na+].[Na+].CCOC(C)=O.